This data is from Peptide-MHC class II binding affinity with 134,281 pairs from IEDB. The task is: Regression. Given a peptide amino acid sequence and an MHC pseudo amino acid sequence, predict their binding affinity value. This is MHC class II binding data. The peptide sequence is KKTLRLPKMLETEIV. The MHC is HLA-DPA10201-DPB10501 with pseudo-sequence HLA-DPA10201-DPB10501. The binding affinity (normalized) is 0.206.